Dataset: Reaction yield outcomes from USPTO patents with 853,638 reactions. Task: Predict the reaction yield, written as a fraction of the theoretical maximum amount of product (1.0 means a 100% yield; for example, 0.34 means a 34% yield). (1) The reactants are [OH:1][C:2]1[CH:7]=[CH:6][N:5]=[CH:4][CH:3]=1.CC1C=CC(S(O[CH2:19][CH2:20][CH2:21][NH:22][C:23]2[C:24](=[O:40])[N:25]([C:36]([CH3:39])([CH3:38])[CH3:37])[S:26](=[O:35])(=[O:34])[C:27]=2[C:28]2[CH:33]=[CH:32][CH:31]=[CH:30][CH:29]=2)(=O)=O)=CC=1. The catalyst is CCOC(C)=O. The product is [C:36]([N:25]1[C:24](=[O:40])[C:23]([NH:22][CH2:21][CH2:20][CH2:19][O:1][C:2]2[CH:7]=[CH:6][N:5]=[CH:4][CH:3]=2)=[C:27]([C:28]2[CH:29]=[CH:30][CH:31]=[CH:32][CH:33]=2)[S:26]1(=[O:34])=[O:35])([CH3:37])([CH3:38])[CH3:39]. The yield is 0.350. (2) The reactants are Br[C:2]1[CH:10]=[CH:9][CH:8]=[C:7]2[C:3]=1[C:4]([CH:12]=[C:13]1[C:17](=[O:18])[C:16]3[C:19]([OH:24])=[CH:20][C:21]([OH:23])=[CH:22][C:15]=3[O:14]1)=[CH:5][N:6]2[CH3:11].[F:25][C:26]1[CH:31]=[CH:30][C:29](B(O)O)=[CH:28][CH:27]=1.C(=O)([O-])[O-].[Na+].[Na+].CN1CCCC1=O. The catalyst is C1C=CC([P]([Pd]([P](C2C=CC=CC=2)(C2C=CC=CC=2)C2C=CC=CC=2)([P](C2C=CC=CC=2)(C2C=CC=CC=2)C2C=CC=CC=2)[P](C2C=CC=CC=2)(C2C=CC=CC=2)C2C=CC=CC=2)(C2C=CC=CC=2)C2C=CC=CC=2)=CC=1.COCCOC. The product is [F:25][C:26]1[CH:31]=[CH:30][C:29]([C:2]2[CH:10]=[CH:9][CH:8]=[C:7]3[C:3]=2[C:4](/[CH:12]=[C:13]2\[O:14][C:15]4[CH:22]=[C:21]([OH:23])[CH:20]=[C:19]([OH:24])[C:16]=4[C:17]\2=[O:18])=[CH:5][N:6]3[CH3:11])=[CH:28][CH:27]=1. The yield is 0.440. (3) The reactants are [H-].[Na+].[CH2:3]([O:5][CH2:6][CH2:7][O:8][C:9]1[CH:17]=[C:16]2[C:12]([CH:13]=[CH:14][NH:15]2)=[CH:11][C:10]=1[O:18][C:19]1[CH:24]=[CH:23][N:22]=[C:21]([NH2:25])[CH:20]=1)[CH3:4].[CH3:26][NH:27][C:28](=O)[O:29]C1C=CC=CC=1.O. The yield is 0.870. The product is [NH2:25][C:21]1[CH:20]=[C:19]([O:18][C:10]2[CH:11]=[C:12]3[C:16](=[CH:17][C:9]=2[O:8][CH2:7][CH2:6][O:5][CH2:3][CH3:4])[N:15]([C:28]([NH:27][CH3:26])=[O:29])[CH:14]=[CH:13]3)[CH:24]=[CH:23][N:22]=1. The catalyst is CN(C)C=O.C(OCC)(=O)C. (4) No catalyst specified. The yield is 0.710. The reactants are [NH2:1][C:2]1[CH:3]=[C:4]2[C:8](=[CH:9][C:10]=1[OH:11])[NH:7][C:6]([C:12]([O:14][CH3:15])=[O:13])=[CH:5]2.[O:16]1CC[CH2:18][CH2:17]1.C(=O)([O-])O.[Na+].ClCC(Cl)=O.C(=O)([O-])[O-].[K+].[K+]. The product is [O:16]=[C:17]1[CH2:18][O:11][C:10]2[CH:9]=[C:8]3[NH:7][C:6]([C:12]([O:14][CH3:15])=[O:13])=[CH:5][C:4]3=[CH:3][C:2]=2[NH:1]1.